This data is from HIV replication inhibition screening data with 41,000+ compounds from the AIDS Antiviral Screen. The task is: Binary Classification. Given a drug SMILES string, predict its activity (active/inactive) in a high-throughput screening assay against a specified biological target. (1) The molecule is CN(C)CC1CCCC1=O. The result is 0 (inactive). (2) The molecule is O=c1[nH]nc(Cc2ccccc2)n1N=Cc1ccccc1Cl. The result is 0 (inactive). (3) The compound is CC1CC(O)C2(O)C13CC(OC(=O)C3O)C1(O)C(=O)OCC12C. The result is 0 (inactive). (4) The result is 0 (inactive). The compound is O=C1NC(=O)C(=Cc2cccc(F)c2)C(=O)N1. (5) The molecule is Cc1cn(C2CC3C(COC(CCc4ccccc4)N3O)O2)c(=O)[nH]c1=O. The result is 1 (active). (6) The drug is CCCCCC(=O)c1ccc2[nH]c3c(C)cc([N+](=O)[O-])c(C)c3c2c1. The result is 0 (inactive). (7) The molecule is CCCCN(Cc1ccccc1)C(=NC#N)N(Cc1ccccc1)Cc1ccccc1. The result is 0 (inactive). (8) The drug is NC1CSc2ccccc2NC1=O. The result is 0 (inactive). (9) The molecule is Cc1cc(Cl)ccc1NC(=O)C(=O)C(C(=O)c1ccc2ccccc2c1)C1OC(=O)c2ccccc21. The result is 0 (inactive). (10) The result is 0 (inactive). The compound is Cn1c(=O)c2nncnc2n(C)c1=O.